Dataset: Forward reaction prediction with 1.9M reactions from USPTO patents (1976-2016). Task: Predict the product of the given reaction. (1) Given the reactants [CH3:1][O:2][C:3]1[N:8]=[CH:7][C:6]([NH:9][C:10]2[C:17]([C:18]3[N:26]=[C:25]([CH3:27])[N:24]=[C:23]4[C:19]=3[N:20]=[CH:21][N:22]4C3CCCCO3)=[CH:16][C:13]([CH:14]=O)=[CH:12][N:11]=2)=[CH:5][CH:4]=1.[CH3:34][O:35][C:36]1[CH:42]=[CH:41][C:39]([NH2:40])=[CH:38][CH:37]=1.[BH4-].[Na+].Cl, predict the reaction product. The product is: [CH3:34][O:35][C:36]1[CH:42]=[CH:41][C:39]([NH:40][CH2:14][C:13]2[CH:16]=[C:17]([C:18]3[N:26]=[C:25]([CH3:27])[N:24]=[C:23]4[C:19]=3[N:20]=[CH:21][NH:22]4)[C:10]([NH:9][C:6]3[CH:7]=[N:8][C:3]([O:2][CH3:1])=[CH:4][CH:5]=3)=[N:11][CH:12]=2)=[CH:38][CH:37]=1. (2) Given the reactants [Cl:1][C:2]1[CH:7]=[C:6]([Cl:8])[CH:5]=[CH:4][C:3]=1[C:9]#[C:10][C:11]([OH:13])=O.S(Cl)([Cl:16])=O, predict the reaction product. The product is: [Cl:1][C:2]1[CH:7]=[C:6]([Cl:8])[CH:5]=[CH:4][C:3]=1[C:9]#[C:10][C:11]([Cl:16])=[O:13]. (3) Given the reactants [Br-].[CH2:2]([P+](C1C=CC=CC=1)(C1C=CC=CC=1)C1C=CC=CC=1)[CH2:3][C:4]1[CH:9]=[CH:8][CH:7]=[CH:6][CH:5]=1.[Li]CCCC.[CH3:34][CH:35]([CH2:38][CH2:39][CH:40]=[C:41]([CH3:43])[CH3:42])[CH:36]=O, predict the reaction product. The product is: [CH3:42][CH:41]([CH2:40][CH2:39][CH:38]=[C:35]([CH3:36])[CH3:34])[CH:43]=[CH:2][CH2:3][C:4]1[CH:5]=[CH:6][CH:7]=[CH:8][CH:9]=1. (4) Given the reactants [Cl:1][C:2]1[C:11]2[C:6](=[CH:7][CH:8]=[C:9]([S:12](Cl)(=[O:14])=[O:13])[CH:10]=2)[C:5]([Cl:16])=[CH:4][N:3]=1.[NH:17]1[CH2:22][CH2:21][CH2:20][CH2:19][C@@H:18]1[C:23]([O:25][C:26]([CH3:29])([CH3:28])[CH3:27])=[O:24].C(N(CC)CC)C, predict the reaction product. The product is: [Cl:1][C:2]1[C:11]2[C:6](=[CH:7][CH:8]=[C:9]([S:12]([N:17]3[CH2:22][CH2:21][CH2:20][CH2:19][C@@H:18]3[C:23]([O:25][C:26]([CH3:29])([CH3:28])[CH3:27])=[O:24])(=[O:14])=[O:13])[CH:10]=2)[C:5]([Cl:16])=[CH:4][N:3]=1. (5) Given the reactants [NH:1]1[CH2:6][CH:5]([OH:7])[CH2:4][NH:3][CH2:2]1.C(=O)([O-])[O-].[Na+].[Na+].[N+:14]([C:17]1[CH:22]=[CH:21][C:20]([S:23](Cl)(=[O:25])=[O:24])=[CH:19][CH:18]=1)([O-:16])=[O:15], predict the reaction product. The product is: [N+:14]([C:17]1[CH:22]=[CH:21][C:20]([S:23]([N:1]2[CH2:6][CH:5]([OH:7])[CH2:4][N:3]([S:23]([C:20]3[CH:19]=[CH:18][C:17]([N+:14]([O-:16])=[O:15])=[CH:22][CH:21]=3)(=[O:24])=[O:25])[CH2:2]2)(=[O:25])=[O:24])=[CH:19][CH:18]=1)([O-:16])=[O:15].